Dataset: NCI-60 drug combinations with 297,098 pairs across 59 cell lines. Task: Regression. Given two drug SMILES strings and cell line genomic features, predict the synergy score measuring deviation from expected non-interaction effect. Drug 1: C1CC(=O)NC(=O)C1N2CC3=C(C2=O)C=CC=C3N. Drug 2: CN(C)N=NC1=C(NC=N1)C(=O)N. Cell line: HOP-92. Synergy scores: CSS=5.95, Synergy_ZIP=5.03, Synergy_Bliss=2.26, Synergy_Loewe=3.14, Synergy_HSA=3.32.